Dataset: Catalyst prediction with 721,799 reactions and 888 catalyst types from USPTO. Task: Predict which catalyst facilitates the given reaction. (1) Product: [O:7]1[C:11]2[CH:12]=[CH:13][C:14]([PH:16][C:17]3[CH:25]=[CH:24][C:20]4[O:21][CH2:22][O:23][C:19]=4[CH:18]=3)=[CH:15][C:10]=2[O:9][CH2:8]1.[BH3:5]. Reactant: [Cl-].[Ce+3].[Cl-].[Cl-].[BH4-:5].[Na+].[O:7]1[C:11]2[CH:12]=[CH:13][C:14]([PH:16](=O)[C:17]3[CH:25]=[CH:24][C:20]4[O:21][CH2:22][O:23][C:19]=4[CH:18]=3)=[CH:15][C:10]=2[O:9][CH2:8]1.[H-].[Al+3].[Li+].[H-].[H-].[H-].Cl. The catalyst class is: 182. (2) Reactant: [CH3:1][O:2][C:3]1[CH:12]=[C:11]2[C:6]([C:7](=O)[NH:8][CH:9]=[N:10]2)=[C:5]([O:14][CH:15]2[CH2:20][CH2:19][N:18]([CH3:21])[CH2:17][CH2:16]2)[CH:4]=1.C(N(C(C)C)CC)(C)C.P(Cl)(Cl)([Cl:33])=O. Product: [Cl:33][C:7]1[C:6]2[C:11](=[CH:12][C:3]([O:2][CH3:1])=[CH:4][C:5]=2[O:14][CH:15]2[CH2:20][CH2:19][N:18]([CH3:21])[CH2:17][CH2:16]2)[N:10]=[CH:9][N:8]=1. The catalyst class is: 4. (3) Reactant: [F:1][C:2]1[CH:3]=[CH:4][C:5]([N+:9]([O-:11])=[O:10])=[C:6]([OH:8])[CH:7]=1.C([O-])([O-])=O.[K+].[K+].[CH2:18](Br)[C:19]1[CH:24]=[CH:23][CH:22]=[CH:21][CH:20]=1. Product: [CH2:18]([O:8][C:6]1[CH:7]=[C:2]([F:1])[CH:3]=[CH:4][C:5]=1[N+:9]([O-:11])=[O:10])[C:19]1[CH:24]=[CH:23][CH:22]=[CH:21][CH:20]=1. The catalyst class is: 131. (4) Reactant: [C-:1]#[N:2].[K+].Cl[C:5]1[S:6][C:7]2[C:16]([N:17]=1)=[CH:15][CH:14]=[C:13]1[C:8]=2[CH2:9][CH2:10][CH2:11][N:12]1[CH3:18].O. The catalyst class is: 16. Product: [CH3:18][N:12]1[C:13]2[C:8](=[C:7]3[S:6][C:5]([C:1]#[N:2])=[N:17][C:16]3=[CH:15][CH:14]=2)[CH2:9][CH2:10][CH2:11]1. (5) Reactant: [CH2:1]([NH:4][CH2:5][CH:6]([OH:8])[CH3:7])[CH2:2][CH3:3].[OH-:9].[Na+].[C:11](Cl)(=[O:14])[CH:12]=[CH2:13]. Product: [C:1]([N:4]([CH2:5][CH:6]([OH:8])[CH2:7][N:4]([CH2:1][CH2:2][CH3:3])[C:11](=[O:14])[CH:12]=[CH2:13])[CH2:5][CH2:6][CH3:7])(=[O:9])[CH:2]=[CH2:3]. The catalyst class is: 22.